This data is from Reaction yield outcomes from USPTO patents with 853,638 reactions. The task is: Predict the reaction yield, written as a fraction of the theoretical maximum amount of product (1.0 means a 100% yield; for example, 0.34 means a 34% yield). (1) The reactants are [O:1]=[C:2]([CH3:9])[CH2:3][C:4]([O:6][CH2:7][CH3:8])=[O:5].[H-].[Na+].[Li]CCCC.Br[CH2:18][CH2:19][O:20][CH3:21]. The catalyst is C1COCC1. The product is [CH3:21][O:20][CH2:19][CH2:18][CH2:9][C:2](=[O:1])[CH2:3][C:4]([O:6][CH2:7][CH3:8])=[O:5]. The yield is 0.345. (2) The reactants are [Br:1][C:2]1[CH:7]=[C:6]([CH:8]([CH3:16])[C:9]([O:11][C:12]([CH3:15])([CH3:14])[CH3:13])=[O:10])[CH:5]=[CH:4][C:3]=1[NH:17][CH2:18][C:19]1[CH:27]=[CH:26][CH:25]=[CH:24][C:20]=1[C:21]([OH:23])=O.Cl.CN(C)CCCN=C=NCC. The catalyst is CN(C)C1C=CN=CC=1.C(Cl)Cl. The product is [Br:1][C:2]1[CH:7]=[C:6]([CH:8]([CH3:16])[C:9]([O:11][C:12]([CH3:14])([CH3:13])[CH3:15])=[O:10])[CH:5]=[CH:4][C:3]=1[N:17]1[CH2:18][C:19]2[C:20](=[CH:24][CH:25]=[CH:26][CH:27]=2)[C:21]1=[O:23]. The yield is 0.850. (3) The reactants are Br[C:2]1[C:3]([C:24]#[N:25])=[CH:4][CH:5]=[C:6]2[C:14]=1[NH:13][C:12]1[C:11]([CH3:16])([CH3:15])[C:10]3[CH:17]=[C:18]([O:21][CH3:22])[CH:19]=[CH:20][C:9]=3[C:8](=[O:23])[C:7]2=1.CC(C1C=C(C(C)C)C(C2C=CC=CC=2P(C2CCCCC2)C2CCCCC2)=C(C(C)C)C=1)C.[OH-:60].[Na+].C(Cl)(Cl)Cl.Cl. The catalyst is O1CCOCC1.C1C=CC(/C=C/C(/C=C/C2C=CC=CC=2)=O)=CC=1.C1C=CC(/C=C/C(/C=C/C2C=CC=CC=2)=O)=CC=1.C1C=CC(/C=C/C(/C=C/C2C=CC=CC=2)=O)=CC=1.[Pd].[Pd].O. The product is [OH:60][C:2]1[C:3]([C:24]#[N:25])=[CH:4][CH:5]=[C:6]2[C:14]=1[NH:13][C:12]1[C:11]([CH3:16])([CH3:15])[C:10]3[CH:17]=[C:18]([O:21][CH3:22])[CH:19]=[CH:20][C:9]=3[C:8](=[O:23])[C:7]2=1. The yield is 0.640. (4) The reactants are [F:1][C:2]1[CH:7]=[CH:6][C:5]([C:8]2[CH:9]=[CH:10][CH:11]=[C:12]3[C:16]=2[N:15]([CH2:17][CH2:18][CH3:19])[N:14]=[C:13]3[C:20]2[CH:25]=[CH:24][C:23]([O:26]C)=[CH:22][CH:21]=2)=[CH:4][CH:3]=1.B(Br)(Br)Br. No catalyst specified. The product is [F:1][C:2]1[CH:7]=[CH:6][C:5]([C:8]2[CH:9]=[CH:10][CH:11]=[C:12]3[C:16]=2[N:15]([CH2:17][CH2:18][CH3:19])[N:14]=[C:13]3[C:20]2[CH:21]=[CH:22][C:23]([OH:26])=[CH:24][CH:25]=2)=[CH:4][CH:3]=1. The yield is 0.720. (5) The reactants are [NH2:1][CH2:2][CH2:3][N:4]1[C:9]2[N:10]=[C:11]([S:14][CH3:15])[N:12]=[CH:13][C:8]=2[CH:7]=[C:6]([C:16]2[C:21]([Cl:22])=[C:20]([O:23][CH3:24])[CH:19]=[C:18]([O:25][CH3:26])[C:17]=2[Cl:27])[C:5]1=[O:28].O=[C:30]1[CH2:33][N:32]([C:34]([O:36][C:37]([CH3:40])([CH3:39])[CH3:38])=[O:35])[CH2:31]1.[BH3-]C#N.[Na+]. The catalyst is C(Cl)Cl. The product is [Cl:22][C:21]1[C:20]([O:23][CH3:24])=[CH:19][C:18]([O:25][CH3:26])=[C:17]([Cl:27])[C:16]=1[C:6]1[C:5](=[O:28])[N:4]([CH2:3][CH2:2][NH:1][CH:30]2[CH2:31][N:32]([C:34]([O:36][C:37]([CH3:40])([CH3:39])[CH3:38])=[O:35])[CH2:33]2)[C:9]2[N:10]=[C:11]([S:14][CH3:15])[N:12]=[CH:13][C:8]=2[CH:7]=1. The yield is 0.370.